From a dataset of Catalyst prediction with 721,799 reactions and 888 catalyst types from USPTO. Predict which catalyst facilitates the given reaction. (1) Reactant: [Cl-].COC1N=C(OC)N=C([N+]2(C)CCOCC2)N=1.[NH2:19][C:20]1[CH:25]=[CH:24][CH:23]=[CH:22][CH:21]=1.[CH2:26]=[C:27]1[CH:33]=[CH:32][C:31]2[CH:34]=[C:35]([C:38](O)=[O:39])[CH:36]=[CH:37][C:30]=2[O:29][CH2:28]1. Product: [CH2:26]=[C:27]1[CH:33]=[CH:32][C:31]2[CH:34]=[C:35]([C:38]([NH:19][C:20]3[CH:25]=[CH:24][CH:23]=[CH:22][CH:21]=3)=[O:39])[CH:36]=[CH:37][C:30]=2[O:29][CH2:28]1. The catalyst class is: 5. (2) Reactant: [CH:1]([N:5]1[C:13]2[CH:12]=[C:11]([Cl:14])[N:10]=[CH:9][C:8]=2[C:7](I)=[N:6]1)([CH2:3][CH3:4])[CH3:2].[NH:16]1[CH2:21][CH2:20][S:19][CH2:18][CH2:17]1.C1(P(C2C=CC=CC=2)C2C3OC4C(=CC=CC=4P(C4C=CC=CC=4)C4C=CC=CC=4)C(C)(C)C=3C=CC=2)C=CC=CC=1.C(=O)([O-])[O-].[Cs+].[Cs+]. Product: [CH:1]([N:5]1[C:13]2[CH:12]=[C:11]([Cl:14])[N:10]=[CH:9][C:8]=2[C:7]([N:16]2[CH2:21][CH2:20][S:19][CH2:18][CH2:17]2)=[N:6]1)([CH2:3][CH3:4])[CH3:2]. The catalyst class is: 62. (3) Reactant: [CH3:1][C:2]1[N:7]=[C:6]([CH2:8][C:9]#[N:10])[CH:5]=[CH:4][CH:3]=1.CO.Cl. Product: [CH3:1][C:2]1[N:7]=[C:6]([CH2:8][CH2:9][NH2:10])[CH:5]=[CH:4][CH:3]=1. The catalyst class is: 1.